This data is from Reaction yield outcomes from USPTO patents with 853,638 reactions. The task is: Predict the reaction yield, written as a fraction of the theoretical maximum amount of product (1.0 means a 100% yield; for example, 0.34 means a 34% yield). (1) The product is [F:37][C:38]1[CH:43]=[CH:42][C:41]([S:44]([NH:1][C:2]2[CH:7]=[CH:6][CH:5]=[C:4]([N:8]([CH2:16][C:17]3[CH:22]=[CH:21][CH:20]=[C:19]([O:23][C:24]([F:28])([F:29])[CH:25]([F:26])[F:27])[CH:18]=3)[CH2:9][CH:10]([OH:15])[C:11]([F:14])([F:13])[F:12])[CH:3]=2)(=[O:46])=[O:45])=[CH:40][CH:39]=1. The reactants are [NH2:1][C:2]1[CH:3]=[C:4]([N:8]([CH2:16][C:17]2[CH:22]=[CH:21][CH:20]=[C:19]([O:23][C:24]([F:29])([F:28])[CH:25]([F:27])[F:26])[CH:18]=2)[CH2:9][CH:10]([OH:15])[C:11]([F:14])([F:13])[F:12])[CH:5]=[CH:6][CH:7]=1.C(N(CC)CC)C.[F:37][C:38]1[CH:43]=[CH:42][C:41]([S:44](Cl)(=[O:46])=[O:45])=[CH:40][CH:39]=1. The yield is 0.290. The catalyst is ClCCl. (2) The catalyst is CN(C=O)C.O. The reactants are [F:1][C:2]1[CH:27]=[CH:26][CH:25]=[C:24]([F:28])[C:3]=1[C:4]([NH:6][C:7]1[C:8]([C:12]2[NH:16][C:15]3[CH:17]=[CH:18][C:19]([C:21]([OH:23])=O)=[CH:20][C:14]=3[N:13]=2)=[N:9][NH:10][CH:11]=1)=[O:5].C(Cl)CCl.C1C=CC2N(O)N=[N:39]C=2C=1.C(N(C(C)C)CC)(C)C.[Cl-].[NH4+]. The product is [F:1][C:2]1[CH:27]=[CH:26][CH:25]=[C:24]([F:28])[C:3]=1[C:4]([NH:6][C:7]1[C:8]([C:12]2[NH:16][C:15]3[CH:17]=[CH:18][C:19]([C:21]([NH2:39])=[O:23])=[CH:20][C:14]=3[N:13]=2)=[N:9][NH:10][CH:11]=1)=[O:5]. The yield is 0.490. (3) The reactants are Cl[C:2]1[N:3]([C:13]2[CH:18]=[CH:17][CH:16]=[C:15]([CH2:19][OH:20])[CH:14]=2)[C:4]2[C:9]([C:10]=1[CH:11]=[O:12])=[CH:8][CH:7]=[CH:6][CH:5]=2.[NH:21]1[CH2:26][CH2:25][NH:24][CH2:23][CH2:22]1. No catalyst specified. The product is [OH:20][CH2:19][C:15]1[CH:14]=[C:13]([N:3]2[C:4]3[C:9](=[CH:8][CH:7]=[CH:6][CH:5]=3)[C:10]([CH:11]=[O:12])=[C:2]2[N:21]2[CH2:26][CH2:25][NH:24][CH2:23][CH2:22]2)[CH:18]=[CH:17][CH:16]=1. The yield is 0.320. (4) The reactants are [O-]P([O-])([O-])=O.[K+].[K+].[K+].Br[C:10]1[CH:11]=[C:12]([C:16]2[N:20]([CH3:21])[N:19]=[C:18]([C:22]([N:24]3[CH2:28][CH2:27][CH:26]([N:29]([CH2:32][CH3:33])[CH2:30][CH3:31])[CH2:25]3)=[O:23])[C:17]=2[CH3:34])[CH:13]=[CH:14][CH:15]=1.[C:35]1(B(O)O)[CH:40]=[CH:39][CH:38]=[CH:37][CH:36]=1. No catalyst specified. The product is [C:10]1([C:35]2[CH:40]=[CH:39][CH:38]=[CH:37][CH:36]=2)[CH:15]=[CH:14][CH:13]=[C:12]([C:16]2[N:20]([CH3:21])[N:19]=[C:18]([C:22]([N:24]3[CH2:28][CH2:27][CH:26]([N:29]([CH2:32][CH3:33])[CH2:30][CH3:31])[CH2:25]3)=[O:23])[C:17]=2[CH3:34])[CH:11]=1. The yield is 0.590.